From a dataset of Forward reaction prediction with 1.9M reactions from USPTO patents (1976-2016). Predict the product of the given reaction. (1) The product is: [CH2:35]([S:37]([O:34][C:11]1[CH:12]=[CH:13][C:14]([NH:15][C:16]([C:18]2[C:27]3[C:22](=[CH:23][CH:24]=[CH:25][CH:26]=3)[C:21]([CH2:28][N:29]3[CH:33]=[CH:32][N:31]=[N:30]3)=[CH:20][CH:19]=2)=[O:17])=[C:9]([C:7]([NH:6][CH2:5][CH:1]2[CH2:4][CH2:3][CH2:2]2)=[O:8])[N:10]=1)(=[O:39])=[O:38])[CH3:36]. Given the reactants [CH:1]1([CH2:5][NH:6][C:7]([C:9]2[C:14]([NH:15][C:16]([C:18]3[C:27]4[C:22](=[CH:23][CH:24]=[CH:25][CH:26]=4)[C:21]([CH2:28][N:29]4[CH:33]=[CH:32][N:31]=[N:30]4)=[CH:20][CH:19]=3)=[O:17])=[CH:13][CH:12]=[C:11]([OH:34])[N:10]=2)=[O:8])[CH2:4][CH2:3][CH2:2]1.[CH2:35]([S:37](Cl)(=[O:39])=[O:38])[CH3:36], predict the reaction product. (2) Given the reactants [CH2:1]([C:3]1[C:4]([NH:13][C@H:14]2[CH2:18][CH2:17][CH2:16][C@@H:15]2[NH:19]C(=O)OC(C)(C)C)=[N:5][CH:6]=[C:7]([C:9]([F:12])([F:11])[F:10])[N:8]=1)[CH3:2].[ClH:27], predict the reaction product. The product is: [ClH:27].[CH2:1]([C:3]1[C:4]([NH:13][C@H:14]2[CH2:18][CH2:17][CH2:16][C@@H:15]2[NH2:19])=[N:5][CH:6]=[C:7]([C:9]([F:12])([F:10])[F:11])[N:8]=1)[CH3:2].